Dataset: Catalyst prediction with 721,799 reactions and 888 catalyst types from USPTO. Task: Predict which catalyst facilitates the given reaction. (1) Reactant: [CH3:1][O:2][C:3]1[CH:9]=[CH:8][CH:7]=[CH:6][C:4]=1[NH2:5].C(=O)([O-])[O-].[K+].[K+].[I-].C([N+]1(C)[CH2:29][CH2:28][C:27](=[O:30])[CH2:26][CH2:25]1)C1C=CC=CC=1. Product: [CH3:1][O:2][C:3]1[CH:9]=[CH:8][CH:7]=[CH:6][C:4]=1[N:5]1[CH2:29][CH2:28][C:27](=[O:30])[CH2:26][CH2:25]1. The catalyst class is: 40. (2) Reactant: [Na].[C:2]([NH:5][CH:6]([C:12]([O:14][CH2:15][CH3:16])=[O:13])[C:7]([O:9][CH2:10][CH3:11])=[O:8])(=[O:4])[CH3:3].[F:17][C:18]([F:28])([F:27])[C:19]1[CH:26]=[CH:25][C:22]([CH2:23]Br)=[CH:21][CH:20]=1.[Br-].[Na+]. Product: [C:2]([NH:5][C:6]([CH2:23][C:22]1[CH:21]=[CH:20][C:19]([C:18]([F:17])([F:27])[F:28])=[CH:26][CH:25]=1)([C:12]([O:14][CH2:15][CH3:16])=[O:13])[C:7]([O:9][CH2:10][CH3:11])=[O:8])(=[O:4])[CH3:3]. The catalyst class is: 8. (3) Product: [F:1][C:2]1[CH:3]=[N:4][CH:5]=[C:6]([F:34])[C:7]=1[C:8]([C:11]1[CH:16]=[CH:15][C:14]([F:17])=[C:13]([C:18]2[C:27]3[C:22](=[CH:23][C:24]([N:28]4[CH2:33][CH2:32][O:31][CH2:30][CH2:29]4)=[CH:25][CH:26]=3)[N:21]=[CH:20][N:19]=2)[CH:12]=1)=[O:66].[Cl:35][C:36]1[C:41]([F:42])=[CH:40][N:39]=[CH:38][C:37]=1[C:43]([C:46]1[CH:51]=[CH:50][C:49]([F:52])=[C:48]([C:53]2[C:62]3[C:57](=[CH:58][C:59]([N:63]4[CH2:68][CH2:67][O:66][CH2:65][CH2:64]4)=[CH:60][CH:61]=3)[N:56]=[CH:55][N:54]=2)[CH:47]=1)=[O:72]. Reactant: [F:1][C:2]1[CH:3]=[N:4][CH:5]=[C:6]([F:34])[C:7]=1[CH:8]([C:11]1[CH:16]=[CH:15][C:14]([F:17])=[C:13]([C:18]2[C:27]3[C:22](=[CH:23][C:24]([N:28]4[CH2:33][CH2:32][O:31][CH2:30][CH2:29]4)=[CH:25][CH:26]=3)[N:21]=[CH:20][N:19]=2)[CH:12]=1)C#N.[Cl:35][C:36]1[C:41]([F:42])=[CH:40][N:39]=[CH:38][C:37]=1[CH:43]([C:46]1[CH:51]=[CH:50][C:49]([F:52])=[C:48]([C:53]2[C:62]3[C:57](=[CH:58][C:59]([N:63]4[CH2:68][CH2:67][O:66][CH2:65][CH2:64]4)=[CH:60][CH:61]=3)[N:56]=[CH:55][N:54]=2)[CH:47]=1)C#N.CC(C)([O-:72])C.[K+].OO. The catalyst class is: 10. (4) Reactant: [Cl:1][C:2]1[CH:7]=[CH:6][C:5]([C:8]2[S:12][C:11]([CH3:13])=[C:10]([C:14]3[C:15](=[O:27])[CH:16]([CH2:21][CH:22]4[CH2:26][CH2:25][O:24][CH2:23]4)[CH2:17][C:18]=3[O:19]C)[CH:9]=2)=[CH:4][CH:3]=1.Cl. Product: [Cl:1][C:2]1[CH:3]=[CH:4][C:5]([C:8]2[S:12][C:11]([CH3:13])=[C:10]([CH:14]3[C:15](=[O:27])[CH:16]([CH2:21][CH:22]4[CH2:26][CH2:25][O:24][CH2:23]4)[CH2:17][C:18]3=[O:19])[CH:9]=2)=[CH:6][CH:7]=1. The catalyst class is: 372. (5) Reactant: [Br-].[Li+].[F:3][C:4]1[CH:9]=[CH:8][C:7]([C:10]2[N:14]=[C:13]([CH:15]=[CH2:16])[O:12][N:11]=2)=[CH:6][CH:5]=1.[S:17]1[CH:21]=[CH:20][N:19]=[C:18]1[CH:22]=[N:23][CH:24]([CH2:32][CH:33]([CH3:35])[CH3:34])[C:25]([O:27][C:28]([CH3:31])([CH3:30])[CH3:29])=[O:26].C(N(CC)CC)C. Product: [F:3][C:4]1[CH:5]=[CH:6][C:7]([C:10]2[N:14]=[C:13]([C@@H:15]3[C@H:22]([C:18]4[S:17][CH:21]=[CH:20][N:19]=4)[NH:23][C@:24]([CH2:32][CH:33]([CH3:35])[CH3:34])([C:25]([O:27][C:28]([CH3:29])([CH3:30])[CH3:31])=[O:26])[CH2:16]3)[O:12][N:11]=2)=[CH:8][CH:9]=1. The catalyst class is: 683. (6) Reactant: [H-].[Al+3].[Li+].[H-].[H-].[H-].[Cl:7][C:8]1[CH:13]=[C:12]([C:14]([F:17])([F:16])[F:15])[CH:11]=[C:10]([Cl:18])[C:9]=1[C:19]1[CH:20]=[CH:21][C:22]([CH3:29])=[C:23]([S:25](Cl)(=O)=O)[CH:24]=1.[ClH:30]. Product: [S:25]([C:23]1[CH:24]=[C:19]([C:9]2[C:10]([Cl:30])=[CH:11][C:12]([C:14]([F:16])([F:17])[F:15])=[CH:13][C:8]=2[Cl:7])[CH:20]=[CH:21][C:22]=1[CH3:29])[C:23]1[CH:24]=[C:19]([C:9]2[C:8]([Cl:7])=[CH:13][C:12]([C:14]([F:17])([F:16])[F:15])=[CH:11][C:10]=2[Cl:18])[CH:20]=[CH:21][C:22]=1[CH3:29]. The catalyst class is: 27.